This data is from NCI-60 drug combinations with 297,098 pairs across 59 cell lines. The task is: Regression. Given two drug SMILES strings and cell line genomic features, predict the synergy score measuring deviation from expected non-interaction effect. (1) Drug 1: CC(C1=C(C=CC(=C1Cl)F)Cl)OC2=C(N=CC(=C2)C3=CN(N=C3)C4CCNCC4)N. Drug 2: C1CCC(CC1)NC(=O)N(CCCl)N=O. Cell line: OVCAR-5. Synergy scores: CSS=14.5, Synergy_ZIP=-4.02, Synergy_Bliss=0.599, Synergy_Loewe=-4.61, Synergy_HSA=-0.232. (2) Drug 1: CC1=C2C(C(=O)C3(C(CC4C(C3C(C(C2(C)C)(CC1OC(=O)C(C(C5=CC=CC=C5)NC(=O)OC(C)(C)C)O)O)OC(=O)C6=CC=CC=C6)(CO4)OC(=O)C)O)C)O. Drug 2: CCC1=C2CN3C(=CC4=C(C3=O)COC(=O)C4(CC)O)C2=NC5=C1C=C(C=C5)O. Cell line: OVCAR3. Synergy scores: CSS=12.7, Synergy_ZIP=-0.698, Synergy_Bliss=-1.57, Synergy_Loewe=-5.35, Synergy_HSA=-0.486.